From a dataset of Full USPTO retrosynthesis dataset with 1.9M reactions from patents (1976-2016). Predict the reactants needed to synthesize the given product. (1) Given the product [Cl:1][C:2]1[CH:11]=[C:10]2[C:5]([C:6]([N:12]3[CH2:13][CH2:14][N:15]([C:18]([NH:20][C:21]4[CH:26]=[CH:25][CH:24]=[CH:23][C:22]=4[OH:27])=[O:19])[CH2:16][CH2:17]3)=[CH:7][CH:8]=[N:9]2)=[CH:4][CH:3]=1, predict the reactants needed to synthesize it. The reactants are: [Cl:1][C:2]1[CH:11]=[C:10]2[C:5]([C:6]([N:12]3[CH2:17][CH2:16][N:15]([C:18]([NH:20][C:21]4[CH:26]=[CH:25][CH:24]=[CH:23][C:22]=4[O:27]C)=[O:19])[CH2:14][CH2:13]3)=[CH:7][CH:8]=[N:9]2)=[CH:4][CH:3]=1.B(Br)(Br)Br. (2) Given the product [N:11]1([NH:14][C:15]2[CH:16]=[CH:17][C:18]([C:21]([F:23])([F:22])[F:24])=[CH:19][CH:20]=2)[CH2:10][CH2:9][NH:8][CH2:13][CH2:12]1, predict the reactants needed to synthesize it. The reactants are: C([N:8]1[CH2:13][CH2:12][N:11]([NH:14][C:15]2[CH:20]=[CH:19][C:18]([C:21]([F:24])([F:23])[F:22])=[CH:17][CH:16]=2)[CH2:10][CH2:9]1)C1C=CC=CC=1.[H][H]. (3) Given the product [NH:2]1[CH:6]=[C:5]([CH2:7][CH2:8][O:9][C:10]2[CH:11]=[C:12]3[C:17](=[CH:18][CH:19]=2)[C:16](=[O:20])[C:15](=[CH:27][C:25]2[S:26][C:22]([CH3:21])=[CH:23][CH:24]=2)[CH2:14][CH2:13]3)[N:4]=[CH:3]1, predict the reactants needed to synthesize it. The reactants are: Cl.[NH:2]1[CH:6]=[C:5]([CH2:7][CH2:8][O:9][C:10]2[CH:11]=[C:12]3[C:17](=[CH:18][CH:19]=2)[C:16](=[O:20])[CH2:15][CH2:14][CH2:13]3)[N:4]=[CH:3]1.[CH3:21][C:22]1[S:26][C:25]([CH:27]=O)=[CH:24][CH:23]=1. (4) Given the product [CH3:10][C:2]1([CH3:1])[CH2:3][C:4](=[O:9])[C:5]2[C:16]3[C:11](=[CH:12][CH:13]=[CH:14][CH:15]=3)[NH:17][C:6]=2[CH2:7]1, predict the reactants needed to synthesize it. The reactants are: [CH3:1][C:2]1([CH3:10])[CH2:7][C:6](=O)[CH2:5][C:4](=[O:9])[CH2:3]1.[C:11]1([NH:17]N)[CH:16]=[CH:15][CH:14]=[CH:13][CH:12]=1.C(O)(C(F)(F)F)=O. (5) Given the product [ClH:27].[C:1]1([N:7]([CH2:31][CH2:32][C:33]([O:35][CH2:36][CH3:37])=[O:34])[C:8]([C:10]2[CH:30]=[CH:29][C:13]3[N:14]([CH3:28])[C:15]([CH2:17][NH:18][C:19]4[CH:24]=[CH:23][C:22]([C:25](=[NH:43])[NH2:26])=[CH:21][C:20]=4[Cl:27])=[N:16][C:12]=3[CH:11]=2)=[O:9])[CH:2]=[CH:3][CH:4]=[CH:5][CH:6]=1, predict the reactants needed to synthesize it. The reactants are: [C:1]1([N:7]([CH2:31][CH2:32][C:33]([O:35][CH2:36][CH3:37])=[O:34])[C:8]([C:10]2[CH:30]=[CH:29][C:13]3[N:14]([CH3:28])[C:15]([CH2:17][NH:18][C:19]4[CH:24]=[CH:23][C:22]([C:25]#[N:26])=[CH:21][C:20]=4[Cl:27])=[N:16][C:12]=3[CH:11]=2)=[O:9])[CH:6]=[CH:5][CH:4]=[CH:3][CH:2]=1.Cl.C(=O)([O-])[O-].[NH4+:43].[NH4+]. (6) Given the product [N:11]1[C:16]2[NH:17][C:18]3[C:23]([C:15]=2[CH:14]=[CH:13][CH:12]=1)=[CH:22][C:21]([NH:24][CH:1]=[O:3])=[CH:20][CH:19]=3, predict the reactants needed to synthesize it. The reactants are: [CH:1]([OH:3])=O.C(OC(=O)C)(=O)C.[N:11]1[C:16]2[NH:17][C:18]3[C:23]([C:15]=2[CH:14]=[CH:13][CH:12]=1)=[CH:22][C:21]([NH2:24])=[CH:20][CH:19]=3. (7) Given the product [Cl:19][C:20]1[CH:25]=[C:24]([Cl:26])[CH:23]=[CH:22][C:21]=1[S:27]([NH:1][CH2:2][C@H:3]1[O:7][C:6]([CH3:8])([CH3:9])[O:5][C@@H:4]1[CH2:10][NH:11][C:12](=[O:18])[O:13][C:14]([CH3:17])([CH3:16])[CH3:15])(=[O:29])=[O:28], predict the reactants needed to synthesize it. The reactants are: [NH2:1][CH2:2][C@H:3]1[O:7][C:6]([CH3:9])([CH3:8])[O:5][C@@H:4]1[CH2:10][NH:11][C:12](=[O:18])[O:13][C:14]([CH3:17])([CH3:16])[CH3:15].[Cl:19][C:20]1[CH:25]=[C:24]([Cl:26])[CH:23]=[CH:22][C:21]=1[S:27](Cl)(=[O:29])=[O:28].C(N(CC)CC)C. (8) Given the product [CH2:1]([O:3][C:4]([C:6]1[CH:10]=[C:9]([CH:11]=[O:12])[O:8][CH:7]=1)=[O:5])[CH3:2], predict the reactants needed to synthesize it. The reactants are: [CH2:1]([O:3][C:4]([C:6]1[CH:10]=[C:9]([CH2:11][OH:12])[O:8][CH:7]=1)=[O:5])[CH3:2]. (9) Given the product [CH3:23][O:27][C:13]([C:10]1[CH:9]=[C:8]([C:4]2[CH:5]=[CH:6][CH:7]=[C:2]([Cl:1])[CH:3]=2)[O:12][N:11]=1)=[O:15], predict the reactants needed to synthesize it. The reactants are: [Cl:1][C:2]1[CH:3]=[C:4]([C:8]2[O:12][N:11]=[C:10]([CH:13]([OH:15])C)[CH:9]=2)[CH:5]=[CH:6][CH:7]=1.ClC1C=C([C:23]2[O:27]N=C(C(=O)C)C=2)C=CC=1.[BH4-].[Na+]. (10) The reactants are: O[CH2:2][C@H:3]([NH:18][C:19](=[O:28])[O:20][CH2:21][C:22]1[CH:27]=[CH:26][CH:25]=[CH:24][CH:23]=1)[CH2:4][C:5](=[O:17])[NH:6][C:7]1[CH:12]=[CH:11][C:10]([N+:13]([O-:15])=[O:14])=[C:9]([CH3:16])[N:8]=1.N(C(OC(C)(C)C)=O)=NC(OC(C)(C)C)=O.C(P(CCCC)CCCC)CCC. Given the product [CH3:16][C:9]1[N:8]=[C:7]([N:6]2[C:5](=[O:17])[CH2:4][C@@H:3]([NH:18][C:19](=[O:28])[O:20][CH2:21][C:22]3[CH:27]=[CH:26][CH:25]=[CH:24][CH:23]=3)[CH2:2]2)[CH:12]=[CH:11][C:10]=1[N+:13]([O-:15])=[O:14], predict the reactants needed to synthesize it.